This data is from Forward reaction prediction with 1.9M reactions from USPTO patents (1976-2016). The task is: Predict the product of the given reaction. (1) Given the reactants [NH2:1][C@@H:2]([CH2:7][CH2:8][N:9]=[N+:10]=[N-:11])[C:3]([O:5][CH3:6])=[O:4].[C:12]([O:16][C:17](=[O:35])[CH2:18][CH2:19][CH2:20][CH2:21][CH2:22][CH2:23][CH2:24][CH2:25][CH2:26][CH2:27][CH2:28][CH2:29][CH2:30][CH2:31][C:32](O)=[O:33])([CH3:15])([CH3:14])[CH3:13].CCN(C(C)C)C(C)C.CN(C(ON1N=NC2C=CC=CC1=2)=[N+](C)C)C.F[P-](F)(F)(F)(F)F, predict the reaction product. The product is: [N:9]([CH2:8][CH2:7][C@H:2]([NH:1][C:32](=[O:33])[CH2:31][CH2:30][CH2:29][CH2:28][CH2:27][CH2:26][CH2:25][CH2:24][CH2:23][CH2:22][CH2:21][CH2:20][CH2:19][CH2:18][C:17]([O:16][C:12]([CH3:14])([CH3:13])[CH3:15])=[O:35])[C:3]([O:5][CH3:6])=[O:4])=[N+:10]=[N-:11]. (2) Given the reactants [O:1]=[C:2]1[NH:10][C:5]2=[N:6][CH:7]=[CH:8][CH:9]=[C:4]2[C@:3]21[CH2:24][C:13]1[CH:14]=[C:15]3[C:20](=[CH:21][C:12]=1[CH2:11]2)[N:19]=[CH:18][C:17]([CH:22]=O)=[CH:16]3.CC(O)=O.Cl.Cl.[NH2:31][CH2:32][CH:33]([C:45]1[CH:50]=[CH:49][CH:48]=[CH:47][CH:46]=1)[CH2:34][NH:35][C:36]1([C:41]([O:43][CH3:44])=[O:42])[CH2:40][CH2:39][CH2:38][CH2:37]1.CCN(C(C)C)C(C)C.C(O[BH-](OC(=O)C)OC(=O)C)(=O)C.[Na+], predict the reaction product. The product is: [O:1]=[C:2]1[NH:10][C:5]2=[N:6][CH:7]=[CH:8][CH:9]=[C:4]2[C@:3]21[CH2:24][C:13]1[CH:14]=[C:15]3[C:20](=[CH:21][C:12]=1[CH2:11]2)[N:19]=[CH:18][C:17]([CH2:22][NH:31][CH2:32][CH:33]([C:45]1[CH:50]=[CH:49][CH:48]=[CH:47][CH:46]=1)[CH2:34][NH:35][C:36]1([C:41]([O:43][CH3:44])=[O:42])[CH2:40][CH2:39][CH2:38][CH2:37]1)=[CH:16]3. (3) Given the reactants [N+:1]([C:4]1[CH:5]=[C:6]([C:9]([O:11][CH3:12])=[O:10])[NH:7][CH:8]=1)([O-:3])=[O:2].[Li+].C[Si]([N-:18][Si](C)(C)C)(C)C.C1(P(ON)(C2C=CC=CC=2)=O)C=CC=CC=1, predict the reaction product. The product is: [NH2:18][N:7]1[CH:8]=[C:4]([N+:1]([O-:3])=[O:2])[CH:5]=[C:6]1[C:9]([O:11][CH3:12])=[O:10]. (4) Given the reactants [F:1][C:2]([F:24])([F:23])[C:3]1[CH:4]=[C:5]([CH:16]=[C:17]([C:19]([F:22])([F:21])[F:20])[CH:18]=1)[CH2:6][N:7]1[C:11]([Cl:12])=[C:10]([C:13]([OH:15])=O)[N:9]=[N:8]1.C(Cl)(=O)C(Cl)=O.[Cl:31][C:32]1[CH:37]=[CH:36][CH:35]=[CH:34][C:33]=1[CH:38]1[CH2:43][CH2:42][CH2:41][NH:40][CH2:39]1, predict the reaction product. The product is: [F:24][C:2]([F:1])([F:23])[C:3]1[CH:4]=[C:5]([CH:16]=[C:17]([C:19]([F:21])([F:22])[F:20])[CH:18]=1)[CH2:6][N:7]1[C:11]([Cl:12])=[C:10]([C:13]([N:40]2[CH2:41][CH2:42][CH2:43][CH:38]([C:33]3[CH:34]=[CH:35][CH:36]=[CH:37][C:32]=3[Cl:31])[CH2:39]2)=[O:15])[N:9]=[N:8]1. (5) Given the reactants [CH2:1]([O:3][C:4]([C:6]1[CH:7]=[N:8][N:9]([C:11]2[N:20]([CH2:21][O:22][CH2:23][CH2:24][Si:25]([CH3:28])([CH3:27])[CH3:26])[C:19](=[O:29])[C:18]3[C:13](=[CH:14][CH:15]=[C:16]([NH2:30])[CH:17]=3)[N:12]=2)[CH:10]=1)=[O:5])[CH3:2].[CH:31](=O)[C:32]1[CH:37]=[CH:36][CH:35]=[CH:34][CH:33]=1.C(O[BH-](OC(=O)C)OC(=O)C)(=O)C.[Na+], predict the reaction product. The product is: [CH2:1]([O:3][C:4]([C:6]1[CH:7]=[N:8][N:9]([C:11]2[N:20]([CH2:21][O:22][CH2:23][CH2:24][Si:25]([CH3:28])([CH3:27])[CH3:26])[C:19](=[O:29])[C:18]3[C:13](=[CH:14][CH:15]=[C:16]([NH:30][CH2:31][C:32]4[CH:37]=[CH:36][CH:35]=[CH:34][CH:33]=4)[CH:17]=3)[N:12]=2)[CH:10]=1)=[O:5])[CH3:2]. (6) Given the reactants [Cl:1][C:2]1[C:7]([N:8]2[CH2:12][CH2:11][CH2:10][CH2:9]2)=[CH:6][CH:5]=[CH:4][C:3]=1[C:13]1[O:14][C:15]2[C:20]([C:21](=[O:23])[CH:22]=1)=[C:19]([OH:24])[CH:18]=[C:17]([OH:25])[C:16]=2[C@@H:26]1[CH2:30][CH2:29][N:28]([CH3:31])[C@H:27]1[CH2:32][OH:33].Cl, predict the reaction product. The product is: [ClH:1].[Cl:1][C:2]1[C:7]([N:8]2[CH2:9][CH2:10][CH2:11][CH2:12]2)=[CH:6][CH:5]=[CH:4][C:3]=1[C:13]1[O:14][C:15]2[C:20]([C:21](=[O:23])[CH:22]=1)=[C:19]([OH:24])[CH:18]=[C:17]([OH:25])[C:16]=2[C@@H:26]1[CH2:30][CH2:29][N:28]([CH3:31])[C@H:27]1[CH2:32][OH:33].